Dataset: Full USPTO retrosynthesis dataset with 1.9M reactions from patents (1976-2016). Task: Predict the reactants needed to synthesize the given product. (1) Given the product [F:22][C:23]1[CH:29]=[CH:28][C:26]([NH:27][S:2]([C:5]2[CH:14]=[CH:13][C:12]3[NH:11][C:10](=[O:15])[C:9]4[NH:16][CH:17]=[CH:18][C:8]=4[C:7]=3[CH:6]=2)(=[O:3])=[O:4])=[C:25]([CH3:30])[CH:24]=1.[CH2:18]([C:19]([O-:21])=[O:20])[CH3:17], predict the reactants needed to synthesize it. The reactants are: Cl[S:2]([C:5]1[CH:14]=[CH:13][C:12]2[NH:11][C:10](=[O:15])[C:9]3[NH:16][CH:17]=[C:18]([C:19]([OH:21])=[O:20])[C:8]=3[C:7]=2[CH:6]=1)(=[O:4])=[O:3].[F:22][C:23]1[CH:29]=[CH:28][C:26]([NH2:27])=[C:25]([CH3:30])[CH:24]=1. (2) Given the product [F:5][CH2:4][C:3]([C:7]1[O:11][N:10]=[C:9]([NH:12][C:13]([NH:40][C:39]2[CH:41]=[CH:42][CH:43]=[C:37]([S:36][C:27]3[C:26]4[C:31](=[CH:32][C:33]([O:34][CH3:35])=[C:24]([O:23][CH3:22])[CH:25]=4)[N:30]=[CH:29][N:28]=3)[CH:38]=2)=[O:21])[CH:8]=1)([CH3:6])[CH2:2][F:1], predict the reactants needed to synthesize it. The reactants are: [F:1][CH2:2][C:3]([C:7]1[O:11][N:10]=[C:9]([NH:12][C:13](=[O:21])OC2C=CC=CC=2)[CH:8]=1)([CH3:6])[CH2:4][F:5].[CH3:22][O:23][C:24]1[CH:25]=[C:26]2[C:31](=[CH:32][C:33]=1[O:34][CH3:35])[N:30]=[CH:29][N:28]=[C:27]2[S:36][C:37]1[CH:38]=[C:39]([CH:41]=[CH:42][CH:43]=1)[NH2:40]. (3) Given the product [Cl:1][C:2]1[CH:6]=[CH:5][S:4][C:3]=1[C:7]1[O:8][C:12]([C:14]2[CH:19]=[CH:18][C:17]([O:20][CH3:21])=[CH:16][CH:15]=2)=[CH:11][N:10]=1, predict the reactants needed to synthesize it. The reactants are: [Cl:1][C:2]1[CH:6]=[CH:5][S:4][C:3]=1[C:7](Cl)=[O:8].[NH2:10][CH2:11][C:12]([C:14]1[CH:19]=[CH:18][C:17]([O:20][CH3:21])=[CH:16][CH:15]=1)=O. (4) Given the product [CH:1]([O:4][C:5](=[O:39])[O:6][CH:7]1[CH:11]([OH:12])[CH:10]([CH2:15][OH:14])[O:9][CH:8]1[N:24]1[C:28]2[N:29]=[C:30]([N:33]=[CH:34][N:35]([CH3:37])[CH3:36])[N:31]=[CH:32][C:27]=2[S:26][C:25]1=[O:38])([CH3:3])[CH3:2], predict the reactants needed to synthesize it. The reactants are: [CH:1]([O:4][C:5](=[O:39])[O:6][CH:7]1[CH:11]2[O:12][Si](C(C)(C)C)(C(C)(C)C)[O:14][CH2:15][CH:10]2[O:9][CH:8]1[N:24]1[C:28]2[N:29]=[C:30]([N:33]=[CH:34][N:35]([CH3:37])[CH3:36])[N:31]=[CH:32][C:27]=2[S:26][C:25]1=[O:38])([CH3:3])[CH3:2].N1C(=O)CC[C@H]1C(O)=O. (5) Given the product [C:13]([C@@H:17]1[CH2:20][C@H:19]([OH:21])[CH2:18]1)([CH3:16])([CH3:15])[CH3:14], predict the reactants needed to synthesize it. The reactants are: [H-].[Al+3].[Li+].[H-].[H-].[H-].C(O)(C)(C)C.[H-].[C:13]([CH:17]1[CH2:20][C:19](=[O:21])[CH2:18]1)([CH3:16])([CH3:15])[CH3:14]. (6) Given the product [CH3:4][C:3]1[CH:2]=[C:22]([NH:18][C:4]([C:3]2[C:2](=[S:1])[NH:10][CH:9]=[CH:8][CH:7]=2)=[O:6])[CH:21]=[C:8]([CH3:9])[CH:7]=1, predict the reactants needed to synthesize it. The reactants are: [SH:1][C:2]1[N:10]=[CH:9][CH:8]=[CH:7][C:3]=1[C:4]([OH:6])=O.C([N:18]1[CH:22]=[CH:21]N=C1)(N1C=CN=C1)=O.O. (7) Given the product [O:36]1[CH2:37][CH2:38][N:33]([C:39]([O:1][C:2]2[CH:24]=[CH:23][C:22]([CH:25]=[CH:26][C:27]3[CH:28]=[CH:29][CH:30]=[CH:31][CH:32]=3)=[CH:21][C:3]=2[C:4]([NH:6][C:7]2[CH:8]=[C:9]([C:17]([F:18])([F:19])[F:20])[CH:10]=[C:11]([C:13]([F:14])([F:15])[F:16])[CH:12]=2)=[O:5])=[O:40])[CH2:34][CH2:35]1, predict the reactants needed to synthesize it. The reactants are: [OH:1][C:2]1[CH:24]=[CH:23][C:22]([CH:25]=[CH:26][C:27]2[CH:32]=[CH:31][CH:30]=[CH:29][CH:28]=2)=[CH:21][C:3]=1[C:4]([NH:6][C:7]1[CH:12]=[C:11]([C:13]([F:16])([F:15])[F:14])[CH:10]=[C:9]([C:17]([F:20])([F:19])[F:18])[CH:8]=1)=[O:5].[N:33]1([C:39](Cl)=[O:40])[CH2:38][CH2:37][O:36][CH2:35][CH2:34]1.